From a dataset of Peptide-MHC class I binding affinity with 185,985 pairs from IEDB/IMGT. Regression. Given a peptide amino acid sequence and an MHC pseudo amino acid sequence, predict their binding affinity value. This is MHC class I binding data. (1) The peptide sequence is GQANSDLGTW. The MHC is Mamu-B17 with pseudo-sequence Mamu-B17. The binding affinity (normalized) is 0.339. (2) The peptide sequence is HAETESATL. The MHC is HLA-A80:01 with pseudo-sequence HLA-A80:01. The binding affinity (normalized) is 0.0847. (3) The MHC is HLA-A29:02 with pseudo-sequence HLA-A29:02. The peptide sequence is FTLINWRSV. The binding affinity (normalized) is 0.0847. (4) The peptide sequence is VMLLDIDYF. The MHC is HLA-A02:01 with pseudo-sequence HLA-A02:01. The binding affinity (normalized) is 0.0847. (5) The peptide sequence is RQADILRQF. The binding affinity (normalized) is 0.0847. The MHC is HLA-A11:01 with pseudo-sequence HLA-A11:01. (6) The peptide sequence is SEYRHYNYSV. The MHC is Mamu-A11 with pseudo-sequence Mamu-A11. The binding affinity (normalized) is 0.863. (7) The peptide sequence is IYMLVGKYS. The MHC is HLA-A33:01 with pseudo-sequence HLA-A33:01. The binding affinity (normalized) is 0.290. (8) The peptide sequence is TSNLQEQIGW. The MHC is HLA-B40:01 with pseudo-sequence HLA-B40:01. The binding affinity (normalized) is 0. (9) The peptide sequence is FTLINWRSV. The MHC is HLA-B27:05 with pseudo-sequence HLA-B27:05. The binding affinity (normalized) is 0.213. (10) The peptide sequence is IESNPLFPV. The MHC is HLA-B27:05 with pseudo-sequence HLA-B27:05. The binding affinity (normalized) is 0.213.